From a dataset of Forward reaction prediction with 1.9M reactions from USPTO patents (1976-2016). Predict the product of the given reaction. Given the reactants [NH2:1][C:2]1[CH:9]=[CH:8][C:5]([C:6]#[N:7])=[CH:4][CH:3]=1.[C:10](Cl)(Cl)=[O:11].C1(C)C=CC=CC=1.C(N(C(C)C)CC)(C)C.[CH:30]1([N:34]2[CH2:40][CH2:39][C:38]3[CH:41]=[CH:42][C:43]([CH:45]4[CH2:50][CH2:49][NH:48][CH2:47][CH2:46]4)=[CH:44][C:37]=3[CH2:36][CH2:35]2)[CH2:33][CH2:32][CH2:31]1, predict the reaction product. The product is: [C:6]([C:5]1[CH:8]=[CH:9][C:2]([NH:1][C:10]([N:48]2[CH2:49][CH2:50][CH:45]([C:43]3[CH:42]=[CH:41][C:38]4[CH2:39][CH2:40][N:34]([CH:30]5[CH2:33][CH2:32][CH2:31]5)[CH2:35][CH2:36][C:37]=4[CH:44]=3)[CH2:46][CH2:47]2)=[O:11])=[CH:3][CH:4]=1)#[N:7].